This data is from Full USPTO retrosynthesis dataset with 1.9M reactions from patents (1976-2016). The task is: Predict the reactants needed to synthesize the given product. (1) Given the product [CH:19]1([NH:18][C:16]([C:11]2[N:10]=[N:9][N:8]([C:5]3[CH:6]=[CH:7][C:2]([NH:1][C:25]([NH:24][CH2:22][CH3:23])=[O:26])=[CH:3][CH:4]=3)[C:12]=2[CH2:13][CH2:14][CH3:15])=[O:17])[CH2:20][CH2:21]1, predict the reactants needed to synthesize it. The reactants are: [NH2:1][C:2]1[CH:7]=[CH:6][C:5]([N:8]2[C:12]([CH2:13][CH2:14][CH3:15])=[C:11]([C:16]([NH:18][CH:19]3[CH2:21][CH2:20]3)=[O:17])[N:10]=[N:9]2)=[CH:4][CH:3]=1.[CH2:22]([N:24]=[C:25]=[O:26])[CH3:23]. (2) Given the product [CH3:1][C:2]1[CH:7]=[CH:6][C:5]([S:8]([O:11][CH2:12][CH:13]2[CH2:17][C:16]3[C:18]([F:23])=[CH:19][CH:20]=[C:21]([C:24]4[CH:29]=[CH:28][CH:27]=[CH:26][CH:25]=4)[C:15]=3[O:14]2)(=[O:10])=[O:9])=[CH:4][CH:3]=1, predict the reactants needed to synthesize it. The reactants are: [CH3:1][C:2]1[CH:7]=[CH:6][C:5]([S:8]([O:11][CH2:12][CH:13]2[CH2:17][C:16]3[C:18]([F:23])=[CH:19][CH:20]=[C:21](Br)[C:15]=3[O:14]2)(=[O:10])=[O:9])=[CH:4][CH:3]=1.[C:24]1(B(O)O)[CH:29]=[CH:28][CH:27]=[CH:26][CH:25]=1.C(=O)([O-])[O-].[K+].[K+].